Dataset: Forward reaction prediction with 1.9M reactions from USPTO patents (1976-2016). Task: Predict the product of the given reaction. (1) The product is: [CH3:11][S:12]([C:2]1[CH:3]=[C:4]2[C:8](=[CH:9][CH:10]=1)[NH:7][N:6]=[CH:5]2)(=[O:14])=[O:13]. Given the reactants Br[C:2]1[CH:3]=[C:4]2[C:8](=[CH:9][CH:10]=1)[NH:7][N:6]=[CH:5]2.[CH3:11][S:12]([O-:14])=[O:13].[Na+].CNCCNC.O, predict the reaction product. (2) Given the reactants C1(C2C=C(C3ON=C(C4C=CC=C5C=4CC[C@H]5NCCO)N=3)SC=2C(F)(F)F)C=CC=CC=1.[CH2:34]([O:36][C:37]1[CH:38]=[C:39]([CH:69]=[CH:70][C:71]=1[O:72][CH2:73][CH3:74])[CH2:40][C:41]1[O:45][N:44]=[C:43]([C:46]2[CH:54]=[CH:53][CH:52]=[C:51]3[C:47]=2[CH2:48][CH2:49][C@@H:50]3[N:55]([CH2:63][C:64]([N:66]([CH3:68])[CH3:67])=[O:65])C(=O)OC(C)(C)C)[N:42]=1)[CH3:35], predict the reaction product. The product is: [CH2:34]([O:36][C:37]1[CH:38]=[C:39]([CH:69]=[CH:70][C:71]=1[O:72][CH2:73][CH3:74])[CH2:40][C:41]1[O:45][N:44]=[C:43]([C:46]2[CH:54]=[CH:53][CH:52]=[C:51]3[C:47]=2[CH2:48][CH2:49][C@@H:50]3[NH:55][CH2:63][C:64]([N:66]([CH3:67])[CH3:68])=[O:65])[N:42]=1)[CH3:35].